Task: Predict the reactants needed to synthesize the given product.. Dataset: Full USPTO retrosynthesis dataset with 1.9M reactions from patents (1976-2016) Given the product [C:2]([OH:14])(=[O:13])[CH2:3][C:4]([CH2:9][C:10]([OH:12])=[O:11])([C:6]([OH:8])=[O:7])[OH:5].[C:15]([OH:20])(=[O:19])[CH:16]([CH3:18])[OH:17], predict the reactants needed to synthesize it. The reactants are: O.[C:2]([OH:14])(=[O:13])[CH2:3][C:4]([CH2:9][C:10]([OH:12])=[O:11])([C:6]([OH:8])=[O:7])[OH:5].[C:15]([OH:20])(=[O:19])[C@H:16]([CH3:18])[OH:17].C(O)(=O)CC(CC(O)=O)(C(O)=O)O.C(O)(=O)C(C)O.